Dataset: Forward reaction prediction with 1.9M reactions from USPTO patents (1976-2016). Task: Predict the product of the given reaction. (1) Given the reactants COCCOCCOCCOCCO.ClC(Cl)(OC(=O)OC(Cl)(Cl)Cl)Cl.[CH3:27][C@@:28]([OH:60])([C:56]([CH3:59])([CH3:58])[CH3:57])[C@@H:29]1[C@:34]2([O:54][CH3:55])[C@@H:35]3[O:49][C:44]4=[C:45]([OH:48])[CH:46]=[CH:47][C:42]5=[C:43]4[C@:36]43[CH2:37][CH2:38][N:39]([CH2:50][CH:51]3[CH2:53][CH2:52]3)[C@H:40]([CH2:41]5)[C@@:31]4([CH2:32][CH2:33]2)[CH2:30]1.Cl.C(N(CC)CC)C, predict the reaction product. The product is: [CH3:27][C@@:28]([OH:60])([C:56]([CH3:59])([CH3:58])[CH3:57])[C@@H:29]1[C@:34]2([O:54][CH3:55])[C@@H:35]3[O:49][C:44]4=[C:45]([OH:48])[CH:46]=[CH:47][C:42]5=[C:43]4[C@:36]43[CH2:37][CH2:38][N:39]([CH2:50][CH:51]3[CH2:52][CH2:53]3)[C@H:40]([CH2:41]5)[C@@:31]4([CH2:32][CH2:33]2)[CH2:30]1. (2) Given the reactants [CH3:1][C:2]1[CH:7]=[C:6]([CH3:8])[N:5]=[C:4]([SH:9])[N:3]=1.[CH3:10][O:11][C:12]1[CH:17]=[CH:16][C:15]([C:18]2[CH:23]=[CH:22][C:21]([S:24]([NH:27][CH:28]([CH2:33][CH:34]3[O:36][CH2:35]3)[C:29]([O:31]C)=[O:30])(=[O:26])=[O:25])=[CH:20][CH:19]=2)=[CH:14][CH:13]=1, predict the reaction product. The product is: [CH3:10][O:11][C:12]1[CH:13]=[CH:14][C:15]([C:18]2[CH:19]=[CH:20][C:21]([S:24]([NH:27][CH:28]([CH2:33][CH:34]([OH:36])[CH2:35][S:9][C:4]3[N:5]=[C:6]([CH3:8])[CH:7]=[C:2]([CH3:1])[N:3]=3)[C:29]([OH:31])=[O:30])(=[O:25])=[O:26])=[CH:22][CH:23]=2)=[CH:16][CH:17]=1. (3) Given the reactants OO.C([OH:7])(C)(C)C.C=CCCCCC.[O:15]([CH:17]([CH2:20][CH2:21][CH2:22][CH2:23][CH3:24])[CH2:18][OH:19])O, predict the reaction product. The product is: [O:19]([CH2:18][CH:17]([OH:15])[CH2:20][CH2:21][CH2:22][CH2:23][CH3:24])[OH:7].